Task: Predict the reactants needed to synthesize the given product.. Dataset: Full USPTO retrosynthesis dataset with 1.9M reactions from patents (1976-2016) Given the product [CH3:6][C:7]1([CH3:29])[CH2:16][C:15]2[C:10](=[C:11]3[CH2:20][C:19]([CH3:21])([CH3:22])[O:18][C:12]3=[C:13]([NH:17][S:2]([CH3:1])(=[O:4])=[O:3])[CH:14]=2)[C:9]([C:23]2[CH:24]=[CH:25][CH:26]=[CH:27][CH:28]=2)=[N:8]1, predict the reactants needed to synthesize it. The reactants are: [CH3:1][S:2](Cl)(=[O:4])=[O:3].[CH3:6][C:7]1([CH3:29])[CH2:16][C:15]2[C:10](=[C:11]3[CH2:20][C:19]([CH3:22])([CH3:21])[O:18][C:12]3=[C:13]([NH2:17])[CH:14]=2)[C:9]([C:23]2[CH:28]=[CH:27][CH:26]=[CH:25][CH:24]=2)=[N:8]1.C(N(CC)CC)C.[OH-].[Na+].